This data is from Reaction yield outcomes from USPTO patents with 853,638 reactions. The task is: Predict the reaction yield, written as a fraction of the theoretical maximum amount of product (1.0 means a 100% yield; for example, 0.34 means a 34% yield). (1) The reactants are C[O:2][C:3]1[CH:8]=[CH:7][CH:6]=[CH:5][C:4]=1[C:9]1[N:18]=[C:17]([N:19]([CH3:27])[CH2:20][C:21]2[O:22][C:23]([CH3:26])=[N:24][N:25]=2)[C:16]2[C:11](=[CH:12][C:13]([CH3:28])=[CH:14][CH:15]=2)[N:10]=1.[H-].[Na+].COC1C=CC=CC=1C1N=C(NCC2OC(C)=NN=2)C2C(=CC(C)=CC=2)N=1.CI. The catalyst is CN(C=O)C. The product is [CH3:28][C:13]1[CH:12]=[C:11]2[C:16]([C:17]([N:19]([CH3:27])[CH2:20][C:21]3[O:22][C:23]([CH3:26])=[N:24][N:25]=3)=[N:18][C:9]([C:4]3[CH:5]=[CH:6][CH:7]=[CH:8][C:3]=3[OH:2])=[N:10]2)=[CH:15][CH:14]=1. The yield is 0.660. (2) The reactants are [CH2:1]([N:8]1[CH2:13][CH2:12][C:11]([C:15]2[CH:20]=[CH:19][C:18]([O:21][CH2:22][CH2:23][CH3:24])=[CH:17][CH:16]=2)(O)[CH2:10][CH2:9]1)[C:2]1[CH:7]=[CH:6][CH:5]=[CH:4][CH:3]=1.C(O)(C(F)(F)F)=O. The catalyst is C(Cl)Cl. The product is [CH2:1]([N:8]1[CH2:9][CH:10]=[C:11]([C:15]2[CH:16]=[CH:17][C:18]([O:21][CH2:22][CH2:23][CH3:24])=[CH:19][CH:20]=2)[CH2:12][CH2:13]1)[C:2]1[CH:3]=[CH:4][CH:5]=[CH:6][CH:7]=1. The yield is 0.310. (3) The reactants are BrC1C([C:20]2[S:21][C:22]([Cl:30])=[C:23]([CH2:25][CH2:26][N:27]([CH3:29])[CH3:28])[CH:24]=2)=NC(NCCN2C(C)(C)C(=O)NC2=O)=NC=1.C(=O)([O-])[O-].[K+].[K+].[I-].[Na+].Br[CH2:40][CH2:41]CCBr. The catalyst is C(#N)C. The product is [Cl:30][C:22]1[S:21][CH:20]=[CH:24][C:23]=1[CH2:25][CH2:26][N:27]1[CH2:28][CH2:41][CH2:40][CH2:29]1. The yield is 0.140. (4) The reactants are [Br:1][C:2]1[C:23](C(O)=O)=[C:5]2[CH:6]=[C:7]([C:10](=[O:22])[N:11]([CH2:17][CH2:18][CH:19]([CH3:21])[CH3:20])[CH2:12][CH2:13][CH:14]([CH3:16])[CH3:15])[CH:8]=[CH:9][N:4]2[N:3]=1. The catalyst is C1(OC2C=CC=CC=2)C=CC=CC=1. The product is [Br:1][C:2]1[CH:23]=[C:5]2[CH:6]=[C:7]([C:10]([N:11]([CH2:17][CH2:18][CH:19]([CH3:21])[CH3:20])[CH2:12][CH2:13][CH:14]([CH3:15])[CH3:16])=[O:22])[CH:8]=[CH:9][N:4]2[N:3]=1. The yield is 0.707. (5) The reactants are [CH:1](Cl)([F:3])[F:2].[OH:5][C:6]1[CH:7]=[C:8]2[C:12](=[CH:13][CH:14]=1)[N:11]([C:15]1[CH:20]=[CH:19][C:18]([O:21][CH3:22])=[CH:17][CH:16]=1)[C:10]([CH3:23])=[C:9]2[C:24]([O:26][CH2:27][CH3:28])=[O:25].[OH-].[Na+].O. The catalyst is C(Cl)Cl.[Br-].C([N+](CCCC)(CCCC)CCCC)CCC. The product is [F:2][CH:1]([F:3])[O:5][C:6]1[CH:7]=[C:8]2[C:12](=[CH:13][CH:14]=1)[N:11]([C:15]1[CH:16]=[CH:17][C:18]([O:21][CH3:22])=[CH:19][CH:20]=1)[C:10]([CH3:23])=[C:9]2[C:24]([O:26][CH2:27][CH3:28])=[O:25]. The yield is 0.400. (6) The reactants are [C:1]([C:3]1[CH:8]=[CH:7][CH:6]=[CH:5][C:4]=1[C:9]1[CH:14]=[CH:13][C:12]([CH2:15][CH:16]([C:22](=O)[CH2:23][CH2:24][CH3:25])[C:17](OCC)=[O:18])=[CH:11][C:10]=1[F:27])#[N:2].[O:28]1[C:32]2([CH2:37][CH2:36][CH:35]([NH:38][C:39]3[NH:43][CH:42]=[N:41][N:40]=3)[CH2:34][CH2:33]2)[O:31][CH2:30][CH2:29]1. No catalyst specified. The product is [O:28]1[C:32]2([CH2:33][CH2:34][CH:35]([N:38]3[C:17](=[O:18])[C:16]([CH2:15][C:12]4[CH:13]=[CH:14][C:9]([C:4]5[C:3]([C:1]#[N:2])=[CH:8][CH:7]=[CH:6][CH:5]=5)=[C:10]([F:27])[CH:11]=4)=[C:22]([CH2:23][CH2:24][CH3:25])[N:40]4[N:41]=[CH:42][N:43]=[C:39]34)[CH2:36][CH2:37]2)[O:31][CH2:30][CH2:29]1. The yield is 0.500. (7) The reactants are [F:1][C:2]1[CH:7]=[CH:6][CH:5]=[CH:4][C:3]=1[C@H:8]([NH2:10])[CH3:9].O=[CH:12][CH2:13][CH2:14][C:15]([O:17][CH3:18])=[O:16].[BH-](OC(C)=O)(OC(C)=O)OC(C)=O.[Na+].CC(O)C. The catalyst is C(Cl)Cl. The product is [F:1][C:2]1[CH:7]=[CH:6][CH:5]=[CH:4][C:3]=1[C@H:8]([NH:10][CH2:12][CH2:13][CH2:14][C:15]([O:17][CH3:18])=[O:16])[CH3:9]. The yield is 0.500.